This data is from Peptide-MHC class II binding affinity with 134,281 pairs from IEDB. The task is: Regression. Given a peptide amino acid sequence and an MHC pseudo amino acid sequence, predict their binding affinity value. This is MHC class II binding data. (1) The peptide sequence is GELQTVDKIDAAFKI. The MHC is DRB3_0101 with pseudo-sequence DRB3_0101. The binding affinity (normalized) is 0.611. (2) The peptide sequence is DVALSEQGEFKLLSE. The MHC is DRB1_0301 with pseudo-sequence DRB1_0301. The binding affinity (normalized) is 0.460. (3) The MHC is HLA-DPA10201-DPB10101 with pseudo-sequence HLA-DPA10201-DPB10101. The peptide sequence is ITKGKVDPTDYFRNE. The binding affinity (normalized) is 0.0799. (4) The peptide sequence is SSNPTILSEGNSFTA. The MHC is DRB1_1101 with pseudo-sequence DRB1_1101. The binding affinity (normalized) is 0.233. (5) The peptide sequence is SEAQKAAKPAAAATA. The MHC is DRB1_0701 with pseudo-sequence DRB1_0701. The binding affinity (normalized) is 0.122. (6) The peptide sequence is MVLAGWLFHVRGARR. The MHC is HLA-DQA10102-DQB10501 with pseudo-sequence HLA-DQA10102-DQB10501. The binding affinity (normalized) is 0.650. (7) The peptide sequence is REYPTIKQKKPDFIL. The MHC is DRB1_0301 with pseudo-sequence DRB1_0301. The binding affinity (normalized) is 0.485.